This data is from Experimentally validated miRNA-target interactions with 360,000+ pairs, plus equal number of negative samples. The task is: Binary Classification. Given a miRNA mature sequence and a target amino acid sequence, predict their likelihood of interaction. (1) The miRNA is hsa-miR-6882-5p with sequence UACAAGUCAGGAGCUGAAGCAG. The protein sequence of the target gene is MIGQKTLYSFFSPTPTGKRTTRSPEPVPGSGVAAEIGGDAVASPAKKARVEQNEQGSPLSAEQLVRIQRNKAAALLRLAARNVPAGFGESWKQQLCGEFGKPYFVKLMGFVAEERNHHKVYPPPEQVFTWTQMCDIRDVKVVILGQDPYHGPNQAHGLCFSVQRPVPPPPSLENIFKELSTDIDGFVHPGHGDLSGWARQGVLLLNAVLTVRAHQANSHKERGWEQFTDAVVSWLNQNLSGLVFLLWGSYAQKKGSVIDRKRHHVLQTAHPSPLSVHRGFLGCRHFSKANELLQKSGKKP.... Result: 0 (no interaction). (2) The miRNA is hsa-miR-298 with sequence AGCAGAAGCAGGGAGGUUCUCCCA. The protein sequence of the target gene is MDTGDTALGQKATSRSGETDKASGRWRQEQSAVIKMSTFGSHEGQRQPQIEPEQIGNTASAQLFGSGKLASPSEVVQQVAEKQYPPHRPSPYSCQHSLSFPQHSLPQGVMHSTKPHQSLEGPPWLFPGPLPSVASEDLFPFPIHGHSGGYPRKKISSLNPAYSQYSQKSIEQAEEAHKKEHKPKKPGKYICPYCSRACAKPSVLKKHIRSHTGERPYPCIPCGFSFKTKSNLYKHRKSHAHAIKAGLVPFTESAVSKLDLEAGFIDVEAEIHSDGEQSTDTDEESSLFAEASDKMSPGPP.... Result: 1 (interaction).